Dataset: Full USPTO retrosynthesis dataset with 1.9M reactions from patents (1976-2016). Task: Predict the reactants needed to synthesize the given product. Given the product [C:1]([O:5][C@@H:6]([C:10]1[C:33]([CH3:34])=[CH:32][C:13]2[N:14]=[C:15]([C:17]3[CH:22]=[CH:21][CH:20]=[C:19]([N:23]4[CH:28]=[CH:27][C:26](=[O:30])[NH:25][C:24]4=[O:31])[CH:18]=3)[S:16][C:12]=2[C:11]=1[C:35]1[CH:36]=[CH:37][C:38]([Cl:41])=[CH:39][CH:40]=1)[C:7]([OH:9])=[O:8])([CH3:4])([CH3:2])[CH3:3], predict the reactants needed to synthesize it. The reactants are: [C:1]([O:5][C@@H:6]([C:10]1[C:33]([CH3:34])=[CH:32][C:13]2[N:14]=[C:15]([C:17]3[CH:22]=[CH:21][CH:20]=[C:19]([N:23]4[CH:28]=[C:27](C)[C:26](=[O:30])[NH:25][C:24]4=[O:31])[CH:18]=3)[S:16][C:12]=2[C:11]=1[C:35]1[CH:40]=[CH:39][C:38]([Cl:41])=[CH:37][CH:36]=1)[C:7]([OH:9])=[O:8])([CH3:4])([CH3:3])[CH3:2].N1C=CC(=O)NC1=O.